From a dataset of Reaction yield outcomes from USPTO patents with 853,638 reactions. Predict the reaction yield, written as a fraction of the theoretical maximum amount of product (1.0 means a 100% yield; for example, 0.34 means a 34% yield). (1) The yield is 0.710. The product is [CH3:20][Si:21]([C:24]#[C:25][C:17]1[CH:18]=[C:19]2[C:14]([CH:13]=[C:12](/[CH:13]=[CH:12]/[C:10]([O:9][CH2:19][CH3:18])=[O:11])[C:10](=[O:11])[O:9]2)=[CH:15][CH:16]=1)([CH3:23])[CH3:22]. The reactants are OS(C(F)(F)F)(=O)=O.[O:9]1[C:19]2[C:14](=[CH:15][CH:16]=[CH:17][CH:18]=2)[CH:13]=[CH:12][C:10]1=[O:11].[CH3:20][Si:21]([C:24]#[CH:25])([CH3:23])[CH3:22]. The catalyst is CN(C=O)C.Cl[Pd](Cl)([P](C1C=CC=CC=1)(C1C=CC=CC=1)C1C=CC=CC=1)[P](C1C=CC=CC=1)(C1C=CC=CC=1)C1C=CC=CC=1.[Cu]I. (2) The reactants are [N:1]1[C:10]2[C:5](=[CH:6][C:7]([O:11][CH2:12][CH2:13][O:14][C:15]3[CH:30]=[CH:29][C:18]([CH2:19][CH:20]([C:25]([O:27]C)=[O:26])[C:21]([O:23][CH3:24])=[O:22])=[CH:17][CH:16]=3)=[CH:8][CH:9]=2)[CH:4]=[CH:3][CH:2]=1.[OH-].[Na+]. The catalyst is CO.O1CCCC1. The product is [CH3:24][O:23][C:21]([CH:20]([CH2:19][C:18]1[CH:17]=[CH:16][C:15]([O:14][CH2:13][CH2:12][O:11][C:7]2[CH:6]=[C:5]3[C:10](=[CH:9][CH:8]=2)[N:1]=[CH:2][CH:3]=[CH:4]3)=[CH:30][CH:29]=1)[C:25]([OH:27])=[O:26])=[O:22]. The yield is 0.540.